This data is from Forward reaction prediction with 1.9M reactions from USPTO patents (1976-2016). The task is: Predict the product of the given reaction. (1) Given the reactants [Cl:1][C:2]1[CH:7]=[CH:6][CH:5]=[CH:4][C:3]=1[N:8]1[C:17]2[C:12](=[CH:13][CH:14]=[CH:15][CH:16]=2)[C:11](=O)[CH2:10][C:9]1=[O:19].[CH3:20]OC(OC)N(C)C.S(O)(O)(=O)=O.[CH3:33][S:34][C:35](=[NH:37])[NH2:36], predict the reaction product. The product is: [Cl:1][C:2]1[CH:7]=[CH:6][CH:5]=[CH:4][C:3]=1[N:8]1[C:17]2[CH:16]=[CH:15][CH:14]=[CH:13][C:12]=2[C:11]2[N:37]=[C:35]([S:34][CH3:33])[N:36]=[CH:20][C:10]=2[C:9]1=[O:19]. (2) The product is: [C:47]([O:15][CH2:14][C:13]([CH3:16])([CH3:17])[CH2:12][N:11]1[C:5]2[CH:4]=[CH:3][C:2]([Cl:1])=[CH:40][C:6]=2[C@@H:7]([C:30]2[CH:35]=[CH:34][CH:33]=[C:32]([O:36][CH3:37])[C:31]=2[O:38][CH3:39])[O:8][C@H:9]([CH2:19][C:20]2[S:21][C:22]([CH2:25][CH2:26][C:27]([OH:29])=[O:28])=[CH:23][N:24]=2)[C:10]1=[O:18])(=[O:49])[CH3:48]. Given the reactants [Cl:1][C:2]1[CH:3]=[CH:4][C:5]2[N:11]([CH2:12][C:13]([CH3:17])([CH3:16])[CH2:14][OH:15])[C:10](=[O:18])[C@@H:9]([CH2:19][C:20]3[S:21][C:22]([CH2:25][CH2:26][C:27]([OH:29])=[O:28])=[CH:23][N:24]=3)[O:8][C@H:7]([C:30]3[CH:35]=[CH:34][CH:33]=[C:32]([O:36][CH3:37])[C:31]=3[O:38][CH3:39])[C:6]=2[CH:40]=1.N1C=CC=CC=1.[C:47](Cl)(=[O:49])[CH3:48].O, predict the reaction product.